From a dataset of Forward reaction prediction with 1.9M reactions from USPTO patents (1976-2016). Predict the product of the given reaction. Given the reactants [CH2:1]([NH:3][C:4](=[O:30])[NH:5][C:6]1[N:11]=[CH:10][C:9]([C:12]2[CH:13]=[N:14][CH:15]=[C:16]([C:18]([NH2:20])=[O:19])[CH:17]=2)=[C:8]([C:21]2[S:22][CH:23]=[C:24]([C:26]([F:29])([F:28])[F:27])[N:25]=2)[CH:7]=1)[CH3:2].CO[C:33](OC)([N:35]([CH3:37])[CH3:36])[CH3:34], predict the reaction product. The product is: [CH3:36][N:35]([CH3:37])[C:33](=[N:20][C:18]([C:16]1[CH:17]=[C:12]([C:9]2[CH:10]=[N:11][C:6]([NH:5][C:4]([NH:3][CH2:1][CH3:2])=[O:30])=[CH:7][C:8]=2[C:21]2[S:22][CH:23]=[C:24]([C:26]([F:29])([F:27])[F:28])[N:25]=2)[CH:13]=[N:14][CH:15]=1)=[O:19])[CH3:34].